From a dataset of Full USPTO retrosynthesis dataset with 1.9M reactions from patents (1976-2016). Predict the reactants needed to synthesize the given product. (1) The reactants are: ClC1C=CC2CCN(C(=O)C(F)(F)F)CCC=2C=1OS(C(F)(F)F)(=O)=O.CC1(CCCN)OCCO1.C1(P(C2C=CC=CC=2)C2C=CC3C(=CC=CC=3)C=2C2C3C(=CC=CC=3)C=CC=2P(C2C=CC=CC=2)C2C=CC=CC=2)C=CC=CC=1.C(=O)([O-])[O-].[Cs+].[Cs+].[Cl:89][C:90]1[CH:106]=[CH:105][C:93]2[CH2:94][CH2:95][N:96]([C:99](=[O:104])[C:100]([F:103])([F:102])[F:101])[CH2:97][CH2:98][C:92]=2[C:91]=1[NH:107][CH2:108][CH2:109][CH2:110][C:111]1([CH3:116])OCCO1.Cl.C([BH3-])#N.[Na+]. Given the product [Cl:89][C:90]1[CH:106]=[CH:105][C:93]2[CH2:94][CH2:95][N:96]([C:99](=[O:104])[C:100]([F:101])([F:103])[F:102])[CH2:97][CH2:98][C:92]=2[C:91]=1[N:107]1[CH2:108][CH2:109][CH2:110][CH:111]1[CH3:116], predict the reactants needed to synthesize it. (2) Given the product [NH2:1][C:2]1[C:3]([C:9]([OH:10])=[O:15])=[N:4][C:5]([Cl:8])=[CH:6][CH:7]=1, predict the reactants needed to synthesize it. The reactants are: [NH2:1][C:2]1[C:3]([C:9]2[O:10]C=CC=2)=[N:4][C:5]([Cl:8])=[CH:6][CH:7]=1.[Mn]([O-])(=O)(=O)=[O:15].[K+].